From a dataset of Catalyst prediction with 721,799 reactions and 888 catalyst types from USPTO. Predict which catalyst facilitates the given reaction. Reactant: [C:1]([C:4]1([NH:10][S:11]([CH2:14][C:15]2[CH:20]=[CH:19][C:18]([Cl:21])=[CH:17][CH:16]=2)(=[O:13])=[O:12])[CH2:9][CH2:8][CH2:7][CH2:6][CH2:5]1)(=O)[CH3:2].[H-].[Na+].I[CH3:25]. Product: [Cl:21][C:18]1[CH:19]=[CH:20][C:15]([C:14]2[S:11](=[O:13])(=[O:12])[N:10]([CH3:25])[C:4]3([CH2:9][CH2:8][CH2:7][CH2:6][CH2:5]3)[C:1]=2[CH3:2])=[CH:16][CH:17]=1. The catalyst class is: 3.